This data is from Forward reaction prediction with 1.9M reactions from USPTO patents (1976-2016). The task is: Predict the product of the given reaction. (1) Given the reactants [CH3:1][C:2]1[CH:7]=[C:6]([Cl:8])[CH:5]=[C:4](Cl)[N:3]=1.[NH:10]1[CH2:15][CH2:14][O:13][CH2:12][CH2:11]1, predict the reaction product. The product is: [CH3:1][C:2]1[CH:7]=[C:6]([Cl:8])[CH:5]=[C:4]([N:10]2[CH2:15][CH2:14][O:13][CH2:12][CH2:11]2)[N:3]=1. (2) Given the reactants Br[C:2]1[C:3]([C:27]2[CH:32]=[CH:31][N:30]=[CH:29][CH:28]=2)=[C:4]([C:17]2[CH:22]=[CH:21][CH:20]=[C:19]([C:23]([F:26])([F:25])[F:24])[CH:18]=2)[N:5]([Si](C(C)C)(C(C)C)C(C)C)[CH:6]=1.[CH3:33][C:34]1[CH:39]=[CH:38][C:37]([C@H:40]2[CH2:48][N:47]3[C@H:42]([CH2:43][C:44](=O)[CH2:45][CH2:46]3)[CH2:41]2)=[CH:36][CH:35]=1.C(OCC)(=O)C.C(N)(C)C, predict the reaction product. The product is: [CH3:33][C:34]1[CH:39]=[CH:38][C:37]([C@H:40]2[CH2:48][N:47]3[C@H:42]([CH:43]=[C:44]([C:2]4[C:3]([C:27]5[CH:32]=[CH:31][N:30]=[CH:29][CH:28]=5)=[C:4]([C:17]5[CH:22]=[CH:21][CH:20]=[C:19]([C:23]([F:25])([F:26])[F:24])[CH:18]=5)[NH:5][CH:6]=4)[CH2:45][CH2:46]3)[CH2:41]2)=[CH:36][CH:35]=1. (3) The product is: [O:1]=[C:2]1[C:10]2([C:14]3=[CH:15][C:16]4[O:20][CH2:19][O:18][C:17]=4[CH:21]=[C:13]3[O:12][CH2:11]2)[C:9]2[C:4](=[CH:5][CH:6]=[CH:7][CH:8]=2)[N:3]1[CH2:22][C:23]1[CH:32]=[CH:31][CH:30]=[CH:29][C:24]=1[C:25]([OH:27])=[O:26]. Given the reactants [O:1]=[C:2]1[C:10]2([C:14]3=[CH:15][C:16]4[O:20][CH2:19][O:18][C:17]=4[CH:21]=[C:13]3[O:12][CH2:11]2)[C:9]2[C:4](=[CH:5][CH:6]=[CH:7][CH:8]=2)[N:3]1[CH2:22][C:23]1[CH:32]=[CH:31][CH:30]=[CH:29][C:24]=1[C:25]([O:27]C)=[O:26].O.[OH-].[Li+], predict the reaction product. (4) Given the reactants [F:1][C:2]([F:14])([O:6][C:7]1[CH:8]=[C:9]([CH3:13])[CH:10]=[CH:11][CH:12]=1)[CH:3]([F:5])[F:4].[Br:15]N1C(=O)CCC1=O.N(C(C)(C)C#N)=NC(C)(C)C#N, predict the reaction product. The product is: [F:1][C:2]([F:14])([O:6][C:7]1[CH:8]=[C:9]([CH:10]=[CH:11][CH:12]=1)[CH2:13][Br:15])[CH:3]([F:4])[F:5].